This data is from Acute oral toxicity (LD50) regression data from Zhu et al.. The task is: Regression/Classification. Given a drug SMILES string, predict its toxicity properties. Task type varies by dataset: regression for continuous values (e.g., LD50, hERG inhibition percentage) or binary classification for toxic/non-toxic outcomes (e.g., AMES mutagenicity, cardiotoxicity, hepatotoxicity). Dataset: ld50_zhu. (1) The rat oral LD50 is 1.57, given as -log10 of the dose in mol/kg body weight (higher means more acutely toxic). The drug is CC(C)c1ccc(C#N)cc1. (2) The compound is CC(C)CN. The rat oral LD50 is 2.51, given as -log10 of the dose in mol/kg body weight (higher means more acutely toxic).